This data is from Forward reaction prediction with 1.9M reactions from USPTO patents (1976-2016). The task is: Predict the product of the given reaction. (1) Given the reactants C[N:2](C)[CH:3]=[CH:4][C:5]([C:7]1[C:12](=[O:13])[CH:11]=[CH:10][N:9]([C:14]2[CH:19]=[CH:18][C:17]([N:20]3[CH2:25]CO[CH2:22][CH2:21]3)=[CH:16][CH:15]=2)[N:8]=1)=O.[C:27]1([NH:33]N)[CH:32]=[CH:31][CH:30]=[CH:29][CH:28]=1.[CH3:35][OH:36], predict the reaction product. The product is: [N:20]1([C:17]2[CH:16]=[CH:15][C:14]([N:9]3[CH:10]=[CH:11][C:12](=[O:13])[C:7]([C:5]4[N:33]([C:27]5[CH:32]=[CH:31][CH:30]=[CH:29][CH:28]=5)[N:2]=[CH:3][CH:4]=4)=[N:8]3)=[CH:19][CH:18]=2)[CH2:21][CH2:22][O:36][CH2:35][CH2:25]1. (2) Given the reactants [N:1]12[CH2:14][CH2:13][N:7]([CH2:8][CH2:9][NH:10][CH2:11][CH2:12]1)[CH2:6][CH2:5][NH:4][CH2:3][CH2:2]2.[CH2:15]1[O:17][CH:16]1[CH2:18][OH:19], predict the reaction product. The product is: [OH:17][CH:16]([CH2:18][OH:19])[CH2:15][N:10]1[CH2:9][CH2:8][N:7]2[CH2:13][CH2:14][N:1]([CH2:2][CH2:3][N:4]([CH2:15][CH:16]([OH:17])[CH2:18][OH:19])[CH2:5][CH2:6]2)[CH2:12][CH2:11]1. (3) Given the reactants O=P12OP3(OP(OP(O3)(O1)=O)(=O)O2)=O.Cl.C(N(CC)CC)C.[Cl:23][C:24]1[CH:30]=[CH:29][C:27]([NH2:28])=[CH:26][CH:25]=1.[N:31]1[CH:36]=[CH:35][C:34]([CH2:37][C:38]2[C:47]3[C:42](=[CH:43][CH:44]=[CH:45][CH:46]=3)[C:41](=O)[NH:40][N:39]=2)=[CH:33][CH:32]=1.N, predict the reaction product. The product is: [Cl:23][C:24]1[CH:30]=[CH:29][C:27]([NH:28][C:41]2[C:42]3[C:47](=[CH:46][CH:45]=[CH:44][CH:43]=3)[C:38]([CH2:37][C:34]3[CH:35]=[CH:36][N:31]=[CH:32][CH:33]=3)=[N:39][N:40]=2)=[CH:26][CH:25]=1. (4) The product is: [CH:29]([O:31][CH2:32][CH2:33][O:34][NH:35][C:20]([C:12]1[S:13][C:14]2[CH:19]=[CH:18][N:17]=[CH:16][C:15]=2[C:11]=1[NH:10][C:3]1[CH:4]=[CH:5][C:6]([S:8][CH3:9])=[CH:7][C:2]=1[F:1])=[O:21])=[CH2:30]. Given the reactants [F:1][C:2]1[CH:7]=[C:6]([S:8][CH3:9])[CH:5]=[CH:4][C:3]=1[NH:10][C:11]1[C:15]2[CH:16]=[N:17][CH:18]=[CH:19][C:14]=2[S:13][C:12]=1[C:20](O)=[O:21].C(Cl)(=O)C(Cl)=O.[CH:29]([O:31][CH2:32][CH2:33][O:34][NH2:35])=[CH2:30].CCN(C(C)C)C(C)C, predict the reaction product. (5) Given the reactants Cl.Cl.[CH3:3][O:4][C:5]1[CH:10]=[CH:9][C:8]([NH:11][C:12]2[C:13]([NH2:18])=[CH:14][CH:15]=[CH:16][CH:17]=2)=[C:7]([CH3:19])[CH:6]=1.[CH2:20]([N:22]([CH2:25]C)[CH2:23][CH3:24])[CH3:21].CCCP1(OP(CCC)(=O)OP(CCC)(=O)O1)=O.C(OCC)(=O)C.[N-]=[C:52]=[O:53], predict the reaction product. The product is: [CH3:3][O:4][C:5]1[CH:10]=[CH:9][C:8]([NH:11][C:12]2[CH:17]=[CH:16][CH:15]=[CH:14][C:13]=2[NH:18][C:52]([C:20]2[N:22]([CH3:25])[CH:23]=[CH:24][CH:21]=2)=[O:53])=[C:7]([CH3:19])[CH:6]=1.